Predict the product of the given reaction. From a dataset of Forward reaction prediction with 1.9M reactions from USPTO patents (1976-2016). (1) Given the reactants [CH2:1]([O:3][C:4]([C:6]1([C:9]2[CH:14]=[CH:13][C:12]([C:15]3[CH:20]=[CH:19][C:18]([C:21]4[O:25][N:24]=[C:23]([CH3:26])[C:22]=4[CH2:27][NH2:28])=[CH:17][CH:16]=3)=[CH:11][CH:10]=2)[CH2:8][CH2:7]1)=[O:5])[CH3:2].[CH2:29]([N:36]=[C:37]=[O:38])[C:30]1[CH:35]=[CH:34][CH:33]=[CH:32][CH:31]=1, predict the reaction product. The product is: [CH2:1]([O:3][C:4]([C:6]1([C:9]2[CH:10]=[CH:11][C:12]([C:15]3[CH:20]=[CH:19][C:18]([C:21]4[O:25][N:24]=[C:23]([CH3:26])[C:22]=4[CH2:27][NH:28][C:37]([NH:36][CH2:29][C:30]4[CH:35]=[CH:34][CH:33]=[CH:32][CH:31]=4)=[O:38])=[CH:17][CH:16]=3)=[CH:13][CH:14]=2)[CH2:8][CH2:7]1)=[O:5])[CH3:2]. (2) The product is: [Cl:1][C:2]1[CH:3]=[C:4]([C:9]2[N:13]([C:14]3[CH:19]=[CH:18][CH:17]=[C:16]([Cl:20])[CH:15]=3)[N:12]=[C:11]([C:21]([OH:23])=[O:22])[CH:10]=2)[CH:5]=[CH:6][C:7]=1[F:8]. Given the reactants [Cl:1][C:2]1[CH:3]=[C:4]([C:9]2[N:13]([C:14]3[CH:19]=[CH:18][CH:17]=[C:16]([Cl:20])[CH:15]=3)[N:12]=[C:11]([C:21]([O:23]CC)=[O:22])[CH:10]=2)[CH:5]=[CH:6][C:7]=1[F:8].ClC1C=C(N2C(C3C=C(F)C=C(Cl)C=3)=CC(C(O)=O)=N2)C=CC=1F, predict the reaction product. (3) Given the reactants [CH:1]1([N:6]2[CH2:14][C:13]3[C:8](=[CH:9][CH:10]=[C:11]([OH:15])[CH:12]=3)[C:7]2=[O:16])[CH2:5][CH2:4][CH2:3][CH2:2]1.C([O-])([O-])=O.[K+].[K+].Br[CH2:24][C:25]1[CH:26]=[C:27]([B:31]([OH:33])[OH:32])[CH:28]=[CH:29][CH:30]=1, predict the reaction product. The product is: [CH:1]1([N:6]2[CH2:14][C:13]3[C:8](=[CH:9][CH:10]=[C:11]([O:15][CH2:24][C:25]4[CH:26]=[C:27]([B:31]([OH:33])[OH:32])[CH:28]=[CH:29][CH:30]=4)[CH:12]=3)[C:7]2=[O:16])[CH2:2][CH2:3][CH2:4][CH2:5]1. (4) Given the reactants [Br:1][C:2]1[C:3]([CH3:8])=[N:4][CH:5]=[CH:6][CH:7]=1.C(OO)(=[O:11])C, predict the reaction product. The product is: [Br:1][C:2]1[C:3]([CH3:8])=[N+:4]([O-:11])[CH:5]=[CH:6][CH:7]=1. (5) Given the reactants C([N:8]1[C:13]2[CH:14]=[C:15]([CH2:18][C:19]3[CH:24]=[C:23]([C@H:25]4[C@H:30]([O:31]CC5C=CC=CC=5)[C@@H:29]([O:39]CC5C=CC=CC=5)[C@H:28]([O:47]CC5C=CC=CC=5)[C@@H:27]([CH2:55][O:56]CC5C=CC=CC=5)[O:26]4)[CH:22]=[CH:21][C:20]=3[CH:64]3[CH2:66][CH2:65]3)[CH:16]=[CH:17][C:12]=2[O:11][CH2:10][CH2:9]1)C1C=CC=CC=1.Cl.CO, predict the reaction product. The product is: [CH:64]1([C:20]2[CH:21]=[CH:22][C:23]([C@H:25]3[C@H:30]([OH:31])[C@@H:29]([OH:39])[C@H:28]([OH:47])[C@@H:27]([CH2:55][OH:56])[O:26]3)=[CH:24][C:19]=2[CH2:18][C:15]2[CH:16]=[CH:17][C:12]3[O:11][CH2:10][CH2:9][NH:8][C:13]=3[CH:14]=2)[CH2:66][CH2:65]1. (6) Given the reactants [N+:1]([C:4]1[CH:9]=[C:8]([N+:10]([O-:12])=[O:11])[CH:7]=[CH:6][C:5]=1[CH2:13][C:14]([OH:16])=[O:15])([O-:3])=[O:2].S(=O)(=O)(O)O.[CH3:22]O, predict the reaction product. The product is: [N+:1]([C:4]1[CH:9]=[C:8]([N+:10]([O-:12])=[O:11])[CH:7]=[CH:6][C:5]=1[CH2:13][C:14]([O:16][CH3:22])=[O:15])([O-:3])=[O:2]. (7) Given the reactants [F:1][C:2]1[CH:3]=[CH:4][C:5]([C@@H:8]([NH:10][C:11](=[O:13])C)[CH3:9])=[N:6][CH:7]=1.[CH3:14][C:15]([O:18]C(OC([O:18][C:15]([CH3:17])([CH3:16])[CH3:14])=O)=O)([CH3:17])[CH3:16].O.[OH-].[Li+].O, predict the reaction product. The product is: [F:1][C:2]1[CH:3]=[CH:4][C:5]([C@@H:8]([NH:10][C:11](=[O:13])[O:18][C:15]([CH3:17])([CH3:16])[CH3:14])[CH3:9])=[N:6][CH:7]=1. (8) Given the reactants [Br:1][C:2]1[CH:11]=[C:10]2[C:5]([CH2:6][CH2:7][C:8]3[N:9]2[C:12]([C:18]2[S:19][CH:20]=[CH:21][CH:22]=2)=[N:13][C:14]=3[C:15](O)=[O:16])=[CH:4][C:3]=1[O:23][CH3:24].Cl.[CH3:26][NH:27][C:28]([CH3:31])([CH3:30])[CH3:29].CN(C(ON1N=NC2C=CC=NC1=2)=[N+](C)C)C.F[P-](F)(F)(F)(F)F.C(N(CC)C(C)C)(C)C, predict the reaction product. The product is: [Br:1][C:2]1[CH:11]=[C:10]2[C:5]([CH2:6][CH2:7][C:8]3[N:9]2[C:12]([C:18]2[S:19][CH:20]=[CH:21][CH:22]=2)=[N:13][C:14]=3[C:15]([N:27]([C:28]([CH3:31])([CH3:30])[CH3:29])[CH3:26])=[O:16])=[CH:4][C:3]=1[O:23][CH3:24]. (9) The product is: [Cl:11][C:12]1[C:17]([NH:18][S:19]([C:22]2[CH:27]=[CH:26][C:25]([F:28])=[CH:24][CH:23]=2)(=[O:21])=[O:20])=[CH:16][C:15]([C:2]2[N:6]3[CH:7]=[CH:8][CH:9]=[N:10][C:5]3=[N:4][CH:3]=2)=[CH:14][N:13]=1. Given the reactants Br[C:2]1[N:6]2[CH:7]=[CH:8][CH:9]=[N:10][C:5]2=[N:4][CH:3]=1.[Cl:11][C:12]1[C:17]([NH:18][S:19]([C:22]2[CH:27]=[CH:26][C:25]([F:28])=[CH:24][CH:23]=2)(=[O:21])=[O:20])=[CH:16][C:15](B2OC(C)(C)C(C)(C)O2)=[CH:14][N:13]=1.C(=O)([O-])[O-].[Na+].[Na+].O1CCOCC1, predict the reaction product.